Dataset: Drug-target binding data from BindingDB patent sources. Task: Regression. Given a target protein amino acid sequence and a drug SMILES string, predict the binding affinity score between them. We predict pAffinity (pAffinity = -log10(affinity in M)). Dataset: bindingdb_patent. (1) The drug is COc1cnccc1-c1c(c2c(CCNC2=O)n1Cc1cc(C)nn1C)-c1ccc(F)cc1. The target protein (Q9Y572) has sequence MSCVKLWPSGAPAPLVSIEELENQELVGKGGFGTVFRAQHRKWGYDVAVKIVNSKAISREVKAMASLDNEFVLRLEGVIEKVNWDQDPKPALVTKFMENGSLSGLLQSQCPRPWPLLCRLLKEVVLGMFYLHDQNPVLLHRDLKPSNVLLDPELHVKLADFGLSTFQGGSQSGTGSGEPGGTLGYLAPELFVNVNRKASTASDVYSFGILMWAVLAGREVELPTEPSLVYEAVCNRQNRPSLAELPQAGPETPGLEGLKELMQLCWSSEPKDRPSFQECLPKTDEVFQMVENNMNAAVSTVKDFLSQLRSSNRRFSIPESGQGGTEMDGFRRTIENQHSRNDVMVSEWLNKLNLEEPPSSVPKKCPSLTKRSRAQEEQVPQAWTAGTSSDSMAQPPQTPETSTFRNQMPSPTSTGTPSPGPRGNQGAERQGMNWSCRTPEPNPVTGRPLVNIYNCSGVQVGDNNYLTMQQTTALPTWGLAPSGKGRGLQHPPPVGSQEGP.... The pAffinity is 7.5. (2) The drug is CC1=C(C(NC(=O)N1)c1ccc(F)c(c1)C(=O)NCc1c(Cl)cccc1Cl)C(=O)Nc1ccc2[nH]ncc2c1. The target protein (P34947) has sequence MELENIVANTVLLKAREGGGGKRKGKSKKWKEILKFPHISQCEDLRRTIDRDYCSLCDKQPIGRLLFRQFCETRPGLECYIQFLDSVAEYEVTPDEKLGEKGKEIMTKYLTPKSPVFIAQVGQDLVSQTEEKLLQKPCKELFSACAQSVHEYLRGEPFHEYLDSMFFDRFLQWKWLERQPVTKNTFRQYRVLGKGGFGEVCACQVRATGKMYACKRLEKKRIKKRKGESMALNEKQILEKVNSQFVVNLAYAYETKDALCLVLTIMNGGDLKFHIYNMGNPGFEEERALFYAAEILCGLEDLHRENTVYRDLKPENILLDDYGHIRISDLGLAVKIPEGDLIRGRVGTVGYMAPEVLNNQRYGLSPDYWGLGCLIYEMIEGQSPFRGRKEKVKREEVDRRVLETEEVYSHKFSEEAKSICKMLLTKDAKQRLGCQEEGAAEVKRHPFFRNMNFKRLEAGMLDPPFVPDPRAVYCKDVLDIEQFSTVKGVNLDHTDDDFYS.... The pAffinity is 4.0.